Dataset: Reaction yield outcomes from USPTO patents with 853,638 reactions. Task: Predict the reaction yield, written as a fraction of the theoretical maximum amount of product (1.0 means a 100% yield; for example, 0.34 means a 34% yield). (1) The reactants are [CH:1]1([CH:7]([NH:18][C:19]2[CH:20]=[CH:21][C:22]([C:25]([NH:27][CH2:28][CH2:29][C:30]([O:32]CC)=[O:31])=[O:26])=[N:23][CH:24]=2)[C:8]2[S:9][C:10]3[CH:17]=[CH:16][CH:15]=[CH:14][C:11]=3[C:12]=2[CH3:13])[CH2:6][CH2:5][CH2:4][CH2:3][CH2:2]1.O1CCCC1.[OH-].[Na+]. The catalyst is C(O)C. The product is [CH:1]1([CH:7]([NH:18][C:19]2[CH:20]=[CH:21][C:22]([C:25]([NH:27][CH2:28][CH2:29][C:30]([OH:32])=[O:31])=[O:26])=[N:23][CH:24]=2)[C:8]2[S:9][C:10]3[CH:17]=[CH:16][CH:15]=[CH:14][C:11]=3[C:12]=2[CH3:13])[CH2:6][CH2:5][CH2:4][CH2:3][CH2:2]1. The yield is 0.910. (2) The reactants are [C:1]([C:4]1[C:9]([CH3:10])=[CH:8][C:7]([NH:11]C(=O)C)=[CH:6][C:5]=1[Cl:15])(=[O:3])[CH3:2].Cl.[OH-].[Na+]. The catalyst is C(O)C. The product is [NH2:11][C:7]1[CH:8]=[C:9]([CH3:10])[C:4]([C:1](=[O:3])[CH3:2])=[C:5]([Cl:15])[CH:6]=1. The yield is 0.880. (3) The product is [CH2:5]([O:4][C:2]([N:13]([CH2:14][CH2:15][OH:16])[CH3:12])=[O:3])[C:6]1[CH:11]=[CH:10][CH:9]=[CH:8][CH:7]=1. The reactants are Cl[C:2]([O:4][CH2:5][C:6]1[CH:11]=[CH:10][CH:9]=[CH:8][CH:7]=1)=[O:3].[CH3:12][NH:13][CH2:14][CH2:15][OH:16]. The yield is 0.970. The catalyst is C1COCC1.C(=O)([O-])[O-].[Na+].[Na+]. (4) The reactants are F[C:2]1[CH:9]=[CH:8][C:5]([CH:6]=O)=[CH:4][C:3]=1[C:10]#[N:11].[CH3:12][C:13]1[N:14]=[CH:15][NH:16][CH:17]=1.[C:18]([O-])([O-])=O.[K+].[K+].[N+](=C(P(=O)(OC)OC)C(=O)C)=[N-]. The catalyst is CN(C=O)C.CCOC(C)=O.CO.C(Cl)Cl. The product is [C:6]([C:5]1[CH:8]=[CH:9][C:2]([N:16]2[CH:17]=[C:13]([CH3:12])[N:14]=[CH:15]2)=[C:3]([CH:4]=1)[C:10]#[N:11])#[CH:18]. The yield is 0.150. (5) The reactants are Cl.[CH2:2]([NH2:6])[CH2:3][C:4]#[CH:5].C(N(CC)CC)C.[N:14]1([C:20](Cl)=[O:21])[CH2:19][CH2:18][O:17][CH2:16][CH2:15]1. The catalyst is C(Cl)Cl. The product is [CH2:2]([NH:6][C:20]([N:14]1[CH2:19][CH2:18][O:17][CH2:16][CH2:15]1)=[O:21])[CH2:3][C:4]#[CH:5]. The yield is 0.480. (6) The reactants are [F:1][C:2]1[CH:8]=[C:7]([O:9][C:10]2[CH:15]=[CH:14][N:13]=[C:12]([C:16]3[CH:17]=[N:18][N:19]([CH3:21])[CH:20]=3)[CH:11]=2)[CH:6]=[CH:5][C:3]=1[NH2:4].[O:22]=[C:23]1[N:27]([CH:28]2[CH2:33][CH2:32][O:31][CH2:30][CH2:29]2)[CH2:26][CH2:25][N:24]1[C:34](Cl)=[O:35].O. The catalyst is C(Cl)Cl. The product is [F:1][C:2]1[CH:8]=[C:7]([O:9][C:10]2[CH:15]=[CH:14][N:13]=[C:12]([C:16]3[CH:17]=[N:18][N:19]([CH3:21])[CH:20]=3)[CH:11]=2)[CH:6]=[CH:5][C:3]=1[NH:4][C:34]([N:24]1[CH2:25][CH2:26][N:27]([CH:28]2[CH2:33][CH2:32][O:31][CH2:30][CH2:29]2)[C:23]1=[O:22])=[O:35]. The yield is 0.660.